Dataset: Reaction yield outcomes from USPTO patents with 853,638 reactions. Task: Predict the reaction yield, written as a fraction of the theoretical maximum amount of product (1.0 means a 100% yield; for example, 0.34 means a 34% yield). (1) The catalyst is ClCCl. The product is [CH2:3]([O:5][C:6](=[O:12])[CH2:7][NH:8][CH2:9][CH2:10][NH:11][S:29]([C:21]1[S:20][C:24]2[CH:25]=[CH:26][CH:27]=[CH:28][C:23]=2[N:22]=1)(=[O:30])=[O:31])[CH3:4]. The reactants are Cl.Cl.[CH2:3]([O:5][C:6](=[O:12])[CH2:7][NH:8][CH2:9][CH2:10][NH2:11])[CH3:4].C(N(CC)CC)C.[S:20]1[C:24]2[CH:25]=[CH:26][CH:27]=[CH:28][C:23]=2[N:22]=[C:21]1[S:29](Cl)(=[O:31])=[O:30]. The yield is 0.920. (2) The reactants are [Cl:1][C:2]1[CH:7]=[C:6]([OH:8])[CH:5]=[CH:4][C:3]=1[CH:9]([CH3:27])[C:10]([C:16]1[CH:17]=[CH:18][C:19]2[O:23][C:22](=[O:24])[N:21]([CH3:25])[C:20]=2[CH:26]=1)([OH:15])[C:11]([F:14])([F:13])[F:12].[Cl:28][C:29]1[CH:30]=[C:31](B(O)O)[CH:32]=[CH:33][C:34]=1[C:35]([O:37][CH3:38])=[O:36].N1C=CC=CC=1.Cl. The product is [CH3:38][O:37][C:35](=[O:36])[C:34]1[CH:33]=[CH:32][C:31]([O:8][C:6]2[CH:5]=[CH:4][C:3]([CH:9]([CH3:27])[C:10]([OH:15])([C:16]3[CH:17]=[CH:18][C:19]4[O:23][C:22](=[O:24])[N:21]([CH3:25])[C:20]=4[CH:26]=3)[C:11]([F:12])([F:13])[F:14])=[C:2]([Cl:1])[CH:7]=2)=[CH:30][C:29]=1[Cl:28]. The yield is 0.270. The catalyst is C(Cl)Cl.C([O-])(=O)C.[Cu+2].C([O-])(=O)C. (3) The reactants are [NH2:1][C:2]1[C:7]([S:8][C:9]2[CH:18]=[CH:17][C:12]([C:13]([O:15][CH3:16])=[O:14])=[CH:11][CH:10]=2)=[CH:6][C:5]([Br:19])=[CH:4][N:3]=1.[Cl:20][C:21]1[C:26]([N:27]=[C:28]=[S:29])=[CH:25][CH:24]=[CH:23][N:22]=1. The catalyst is CN(C=O)C.ClCCl. The product is [ClH:20].[Br:19][C:5]1[CH:6]=[C:7]([S:8][C:9]2[CH:18]=[CH:17][C:12]([C:13]([O:15][CH3:16])=[O:14])=[CH:11][CH:10]=2)[C:2]([NH:1][C:28]2[S:29][C:21]3[C:26]([N:27]=2)=[CH:25][CH:24]=[CH:23][N:22]=3)=[N:3][CH:4]=1. The yield is 0.416. (4) The reactants are [CH3:1][C:2]1[CH:7]=[CH:6][CH:5]=[CH:4][C:3]=1[C:8](=O)[CH2:9][CH:10]([C:13]#[N:14])[C:11]#[N:12].C(O)(=O)C.[CH3:20][S-:21].[Na+]. The catalyst is CO. The product is [CH3:1][C:2]1[CH:7]=[CH:6][CH:5]=[CH:4][C:3]=1[C:8]1[NH:12][C:11]([S:21][CH3:20])=[C:10]([C:13]#[N:14])[CH:9]=1. The yield is 0.780. (5) The reactants are [CH3:1][C:2]1[N:3]([S:9]([C:12]2[CH:17]=[CH:16][CH:15]=[CH:14][CH:13]=2)(=[O:11])=[O:10])[CH:4]=[CH:5][C:6]=1[CH2:7][OH:8].CS(C)=O.S(=O)(=O)=O.C(=O)([O-])O.[Na+]. The catalyst is C(N(CC)CC)C. The product is [CH3:1][C:2]1[N:3]([S:9]([C:12]2[CH:17]=[CH:16][CH:15]=[CH:14][CH:13]=2)(=[O:10])=[O:11])[CH:4]=[CH:5][C:6]=1[CH:7]=[O:8]. The yield is 0.840. (6) The reactants are [CH:1]([C:3]1[N:8]=[N:7][C:6]2[S:9][CH2:10][CH2:11][O:12][C:5]=2[CH:4]=1)=C.I([O-])(=O)(=O)=[O:14].[Na+].C(=O)(O)[O-].[Na+]. The catalyst is O1CCOCC1.O.[Os](=O)(=O)(=O)=O. The product is [N:7]1[C:6]2[S:9][CH2:10][CH2:11][O:12][C:5]=2[CH:4]=[C:3]([CH:1]=[O:14])[N:8]=1. The yield is 0.310. (7) The reactants are [C:1]([O:4][C@@H:5]1[C@@H:10]([O:11][C:12](=[O:14])[CH3:13])[C@H:9]([O:15][C:16](=[O:18])[CH3:17])[C@@H:8]([O:19]/[C:20](/[C:29]([O:31][CH2:32][CH3:33])=[O:30])=[CH:21]\[C:22]2[CH:27]=[CH:26][CH:25]=[CH:24][C:23]=2F)[O:7][C@H:6]1[CH2:34][O:35][C:36](=[O:38])[CH3:37])(=[O:3])[CH3:2].[CH3:39][O:40]C1C=C(CC(=O)C(OCC)=O)C=CC=1.[H-].[Na+].[Br-].C(O[C@@H]1[C@@H](OC(=O)C)[C@H](OC(=O)C)[C@@H](COC(=O)C)O[C@@H]1O)(=O)C. No catalyst specified. The product is [C:1]([O:4][C@@H:5]1[C@@H:10]([O:11][C:12](=[O:14])[CH3:13])[C@H:9]([O:15][C:16](=[O:18])[CH3:17])[C@@H:8]([O:19]/[C:20](/[C:29]([O:31][CH2:32][CH3:33])=[O:30])=[CH:21]\[C:22]2[CH:27]=[CH:26][CH:25]=[C:24]([O:40][CH3:39])[CH:23]=2)[O:7][C@H:6]1[CH2:34][O:35][C:36](=[O:38])[CH3:37])(=[O:3])[CH3:2]. The yield is 0.220.